This data is from Reaction yield outcomes from USPTO patents with 853,638 reactions. The task is: Predict the reaction yield, written as a fraction of the theoretical maximum amount of product (1.0 means a 100% yield; for example, 0.34 means a 34% yield). (1) The reactants are N1C=CC=CC=1.[CH3:7][O:8][C:9]1[CH:14]=[CH:13][C:12]([CH2:15][CH2:16][CH2:17][CH2:18][OH:19])=[CH:11][CH:10]=1.[C:20]1([CH3:30])[CH:25]=[CH:24][C:23]([S:26](Cl)(=[O:28])=[O:27])=[CH:22][CH:21]=1. The catalyst is C(Cl)(Cl)Cl. The product is [CH3:7][O:8][C:9]1[CH:14]=[CH:13][C:12]([CH2:15][CH2:16][CH2:17][CH2:18][O:19][S:26]([C:23]2[CH:24]=[CH:25][C:20]([CH3:30])=[CH:21][CH:22]=2)(=[O:28])=[O:27])=[CH:11][CH:10]=1. The yield is 0.660. (2) The reactants are [CH3:1][O:2][C:3](=[O:64])[NH:4][CH:5]([C:9]([N:11]1[CH2:15][CH2:14][CH2:13][CH:12]1[C:16]1[NH:17][C:18]([C:21]2[CH:30]=[CH:29][C:28]3[C:23](=[CH:24][CH:25]=[C:26]([C:31]4[CH:36]=[CH:35][C:34]([C:37]5[NH:38][C:39]([CH:42]6[CH2:46][CH2:45][CH2:44][N:43]6C(=O)C(NC(OC(C)(C)C)=O)C6C=CC=CC=6)=[N:40][CH:41]=5)=[CH:33][CH:32]=4)[CH:27]=3)[CH:22]=2)=[CH:19][N:20]=1)=[O:10])[CH:6]([CH3:8])[CH3:7].[CH2:65]([N:67]([CH:72]([C:76]1[CH:81]=[CH:80][CH:79]=[CH:78][CH:77]=1)[C:73]([OH:75])=O)[C:68]([O:70][CH3:71])=[O:69])[CH3:66]. No catalyst specified. The product is [CH3:1][O:2][C:3](=[O:64])[NH:4][CH:5]([C:9]([N:11]1[CH2:15][CH2:14][CH2:13][CH:12]1[C:16]1[NH:17][C:18]([C:21]2[CH:30]=[CH:29][C:28]3[C:23](=[CH:24][CH:25]=[C:26]([C:31]4[CH:36]=[CH:35][C:34]([C:37]5[NH:38][C:39]([CH:42]6[CH2:46][CH2:45][CH2:44][N:43]6[C:73](=[O:75])[CH:72]([N:67]([CH2:65][CH3:66])[C:68]([O:70][CH3:71])=[O:69])[C:76]6[CH:81]=[CH:80][CH:79]=[CH:78][CH:77]=6)=[N:40][CH:41]=5)=[CH:33][CH:32]=4)[CH:27]=3)[CH:22]=2)=[CH:19][N:20]=1)=[O:10])[CH:6]([CH3:8])[CH3:7]. The yield is 0.520. (3) The reactants are [N:1]12[CH2:9][CH2:8][CH:5]([CH2:6][CH2:7]1)[NH:4][C:3](=O)[CH2:2]2.O1CCOCC1. The catalyst is O. The product is [N:1]12[CH2:9][CH2:8][CH:5]([CH2:6][CH2:7]1)[NH:4][CH2:3][CH2:2]2. The yield is 0.780. (4) The reactants are C(=O)([O-])[O-].[K+].[K+].[CH:7]1([N:12]2[C:16](=[O:17])[C:15]3[CH:18]=[CH:19][C:20]([OH:22])=[CH:21][C:14]=3[S:13]2)[CH2:11][CH2:10][CH2:9][CH2:8]1.Br[CH2:24][C:25]1[CH:26]=[C:27]([C:31]2[CH:36]=[CH:35][C:34]([C:37]([O:39][CH3:40])=[O:38])=[C:33]([Cl:41])[CH:32]=2)[CH:28]=[CH:29][CH:30]=1. The catalyst is CC#N. The product is [Cl:41][C:33]1[CH:32]=[C:31]([C:27]2[CH:28]=[CH:29][CH:30]=[C:25]([CH2:24][O:22][C:20]3[CH:19]=[CH:18][C:15]4[C:16](=[O:17])[N:12]([CH:7]5[CH2:8][CH2:9][CH2:10][CH2:11]5)[S:13][C:14]=4[CH:21]=3)[CH:26]=2)[CH:36]=[CH:35][C:34]=1[C:37]([O:39][CH3:40])=[O:38]. The yield is 1.00. (5) The reactants are [OH:1][C:2]1[CH:3]=[C:4]2[C:9](=[CH:10]C=1)[O:8][CH:7]([C:12]([F:15])([F:14])[F:13])[C:6]([C:16]([O:18][CH2:19][CH3:20])=[O:17])=[CH:5]2.I[Cl:22].C(OCC)(=O)C.Cl[CH2:30][Cl:31]. No catalyst specified. The product is [Cl:22][C:3]1[C:2]([OH:1])=[C:30]([Cl:31])[CH:10]=[C:9]2[C:4]=1[CH:5]=[C:6]([C:16]([O:18][CH2:19][CH3:20])=[O:17])[CH:7]([C:12]([F:15])([F:14])[F:13])[O:8]2. The yield is 0.640.